The task is: Predict which catalyst facilitates the given reaction.. This data is from Catalyst prediction with 721,799 reactions and 888 catalyst types from USPTO. (1) Reactant: [C:1]([O:5][C:6]([N:8]1[CH2:13][CH2:12][CH:11]([O:14][C:15]2[C:16]([C:30](O)=[O:31])=[N:17][N:18]([C:22]3[CH:27]=[CH:26][C:25]([Cl:28])=[C:24]([Cl:29])[CH:23]=3)[C:19](=[O:21])[CH:20]=2)[CH2:10][CH2:9]1)=[O:7])([CH3:4])([CH3:3])[CH3:2].CO. Product: [Cl:29][C:24]1[CH:23]=[C:22]([N:18]2[C:19](=[O:21])[CH:20]=[C:15]([O:14][CH:11]3[CH2:10][CH2:9][N:8]([C:6]([O:5][C:1]([CH3:2])([CH3:3])[CH3:4])=[O:7])[CH2:13][CH2:12]3)[C:16]([CH2:30][OH:31])=[N:17]2)[CH:27]=[CH:26][C:25]=1[Cl:28]. The catalyst class is: 1. (2) The catalyst class is: 199. Reactant: [CH3:1][O:2][C:3]1[C:14]2=[C:15]3[N:10]([CH2:11][CH2:12][CH2:13]2)[CH2:9][CH2:8][CH2:7][C:6]3=[CH:5][C:4]=1[CH:16]=[CH:17][C:18]1[S:22][C:21]([CH:23]=O)=[CH:20][CH:19]=1.[C:25]([C:27]1[C:28](=[C:43]([C:46]#[N:47])[C:44]#[N:45])[O:29][C:30]([C:37]2[CH:42]=[CH:41][CH:40]=[CH:39][CH:38]=2)([C:33]([F:36])([F:35])[F:34])[C:31]=1[CH3:32])#[N:26]. Product: [C:25]([C:27]1[C:28](=[C:43]([C:46]#[N:47])[C:44]#[N:45])[O:29][C:30]([C:37]2[CH:42]=[CH:41][CH:40]=[CH:39][CH:38]=2)([C:33]([F:36])([F:34])[F:35])[C:31]=1[CH:32]=[CH:23][C:21]1[S:22][C:18]([CH:17]=[CH:16][C:4]2[CH:5]=[C:6]3[C:15]4[N:10]([CH2:9][CH2:8][CH2:7]3)[CH2:11][CH2:12][CH2:13][C:14]=4[C:3]=2[O:2][CH3:1])=[CH:19][CH:20]=1)#[N:26]. (3) Reactant: [CH3:1][N:2]1[C:6]([CH:7]2[CH2:12][CH2:11][O:10][CH2:9][CH2:8]2)=[N:5][NH:4][C:3]1=[S:13].Br[CH2:15][CH2:16][CH2:17][Cl:18].C(O)(=O)C. Product: [Cl:18][CH2:17][CH2:16][CH2:15][S:13][C:3]1[N:2]([CH3:1])[C:6]([CH:7]2[CH2:12][CH2:11][O:10][CH2:9][CH2:8]2)=[N:5][N:4]=1. The catalyst class is: 8. (4) Reactant: [CH:1]1([S:4](Cl)(=[O:6])=[O:5])[CH2:3][CH2:2]1.[CH3:8][C:9]([CH3:29])=[CH:10][CH2:11][CH2:12]/[C:13](/[CH3:28])=[CH:14]/[CH2:15][CH2:16]/[C:17](/[CH3:27])=[CH:18]/[CH2:19][S:20][CH2:21][C@H:22]([NH2:26])[C:23]([OH:25])=[O:24].C(N(CC)C(C)C)(C)C. Product: [CH:1]1([S:4]([NH:26][C@@H:22]([CH2:21][S:20][CH2:19]/[CH:18]=[C:17](\[CH3:27])/[CH2:16][CH2:15]/[CH:14]=[C:13](\[CH3:28])/[CH2:12][CH2:11][CH:10]=[C:9]([CH3:29])[CH3:8])[C:23]([OH:25])=[O:24])(=[O:6])=[O:5])[CH2:3][CH2:2]1. The catalyst class is: 56. (5) The catalyst class is: 78. Product: [NH2:23][C:16]1[CH:17]=[CH:18][C:19]([C:21]#[N:22])=[CH:20][C:15]=1[NH:14][CH2:13][C@@:9]([NH2:8])([C:10]([O:12][C:19]([CH3:21])([CH3:20])[CH3:18])=[O:11])[C:10]([OH:12])=[O:11]. Reactant: C(OC([NH:8][C@@H:9]([CH2:13][NH:14][C:15]1[CH:20]=[C:19]([C:21]#[N:22])[CH:18]=[CH:17][C:16]=1[N+:23]([O-])=O)[C:10]([OH:12])=[O:11])=O)(C)(C)C. (6) Reactant: [N+:1]([C:4]1[CH:12]=[CH:11][C:7]([C:8](Cl)=[O:9])=[CH:6][CH:5]=1)([O-:3])=[O:2].[NH2:13][C@@H:14]([CH2:23][CH:24]([CH3:26])[CH3:25])[C:15]([O:17][CH:18]1[CH2:22][CH2:21][CH2:20][CH2:19]1)=[O:16].C(N(C(C)C)CC)(C)C.C([O-])(O)=O.[Na+]. Product: [CH3:25][CH:24]([CH3:26])[CH2:23][C@H:14]([NH:13][C:8](=[O:9])[C:7]1[CH:11]=[CH:12][C:4]([N+:1]([O-:3])=[O:2])=[CH:5][CH:6]=1)[C:15]([O:17][CH:18]1[CH2:19][CH2:20][CH2:21][CH2:22]1)=[O:16]. The catalyst class is: 2. (7) Reactant: [Cl:1][C:2]1[N:10]=[C:9]2[C:5]([N:6]=[C:7]([C:17]3([OH:21])[CH2:20][O:19][CH2:18]3)[N:8]2C2CCCCO2)=[C:4]([N:22]2[CH2:27][CH2:26][O:25][CH2:24][CH2:23]2)[N:3]=1.C1(C)C=CC(S(O)(=O)=O)=CC=1. Product: [Cl:1][C:2]1[N:10]=[C:9]2[C:5]([N:6]=[C:7]([C:17]3([OH:21])[CH2:20][O:19][CH2:18]3)[NH:8]2)=[C:4]([N:22]2[CH2:23][CH2:24][O:25][CH2:26][CH2:27]2)[N:3]=1. The catalyst class is: 5.